This data is from NCI-60 drug combinations with 297,098 pairs across 59 cell lines. The task is: Regression. Given two drug SMILES strings and cell line genomic features, predict the synergy score measuring deviation from expected non-interaction effect. (1) Drug 1: CC(C1=C(C=CC(=C1Cl)F)Cl)OC2=C(N=CC(=C2)C3=CN(N=C3)C4CCNCC4)N. Drug 2: CN(C)N=NC1=C(NC=N1)C(=O)N. Cell line: OVCAR-5. Synergy scores: CSS=12.5, Synergy_ZIP=-1.86, Synergy_Bliss=3.54, Synergy_Loewe=-3.18, Synergy_HSA=1.76. (2) Drug 1: CN1CCC(CC1)COC2=C(C=C3C(=C2)N=CN=C3NC4=C(C=C(C=C4)Br)F)OC. Drug 2: CC12CCC3C(C1CCC2OP(=O)(O)O)CCC4=C3C=CC(=C4)OC(=O)N(CCCl)CCCl.[Na+]. Cell line: SK-MEL-28. Synergy scores: CSS=-3.53, Synergy_ZIP=-1.74, Synergy_Bliss=-6.91, Synergy_Loewe=-10.9, Synergy_HSA=-10.0.